From a dataset of Reaction yield outcomes from USPTO patents with 853,638 reactions. Predict the reaction yield, written as a fraction of the theoretical maximum amount of product (1.0 means a 100% yield; for example, 0.34 means a 34% yield). (1) The product is [Cl:35][C:33]1[CH:32]=[CH:31][C:29]2[N:30]=[C:26]([NH:1][C:2]3[CH:3]=[CH:4][C:5]([C:8]4[CH:13]=[CH:12][C:11]([C:14](=[O:24])[CH2:15][CH:16]([CH2:21][CH2:22][CH3:23])[C:17]([OH:19])=[O:18])=[CH:10][CH:9]=4)=[CH:6][CH:7]=3)[S:27][C:28]=2[CH:34]=1. The reactants are [NH2:1][C:2]1[CH:7]=[CH:6][C:5]([C:8]2[CH:13]=[CH:12][C:11]([C:14](=[O:24])[CH2:15][CH:16]([CH2:21][CH2:22][CH3:23])[C:17]([O:19]C)=[O:18])=[CH:10][CH:9]=2)=[CH:4][CH:3]=1.Cl[C:26]1[S:27][C:28]2[CH:34]=[C:33]([Cl:35])[CH:32]=[CH:31][C:29]=2[N:30]=1.S1C2C=CC=CC=2N=C1NC1C=CC(C2C=CC(C(=O)CC(C)(C)C(O)=O)=CC=2)=CC=1. The yield is 0.180. No catalyst specified. (2) The reactants are S([O-])(O)(=O)=O.[K+].C([O:9][C:10]1[O:11][CH2:12][C:13](=O)[C:14]=1C(OCC)=O)C.[Cl:21][C:22]1[N:27]=[CH:26][C:25]([CH2:28][NH:29][CH2:30][CH:31]([F:33])[F:32])=[CH:24][CH:23]=1. The catalyst is C(#N)CCC. The product is [Cl:21][C:22]1[N:27]=[CH:26][C:25]([CH2:28][N:29]([CH2:30][CH:31]([F:33])[F:32])[C:13]2[CH2:12][O:11][C:10](=[O:9])[CH:14]=2)=[CH:24][CH:23]=1. The yield is 0.930. (3) The reactants are [CH3:1][C:2]([O:4][CH2:5][C@H:6]1[O:11][C@H:10](Br)[C@H:9]([O:13][C:14]([CH3:16])=[O:15])[C@@H:8]([O:17][C:18]([CH3:20])=[O:19])[C@H:7]1[O:21][C:22]([CH3:24])=[O:23])=[O:3].[CH3:25][O:26][C:27]1[CH:28]=[CH:29][C:30]([CH2:33][OH:34])=[CH:31][CH:32]=1. The catalyst is ClCCl.[Ag-]=O. The product is [C:14]([O:13][C@@H:9]1[C@@H:8]([O:17][C:18](=[O:19])[CH3:20])[C@@H:7]([O:21][C:22](=[O:23])[CH3:24])[C@@H:6]([CH2:5][O:4][C:2](=[O:3])[CH3:1])[O:11][C@H:10]1[O:34][CH2:33][C:30]1[CH:29]=[CH:28][C:27]([O:26][CH3:25])=[CH:32][CH:31]=1)(=[O:15])[CH3:16]. The yield is 0.806. (4) The reactants are [F:1][C:2]1[CH:3]=[C:4]2[C:8](=[CH:9][CH:10]=1)[NH:7][C:6](=[O:11])[CH2:5]2.C[Si]([N-][Si](C)(C)C)(C)C.[Li+].OC1CCNC([CH2:29][C:30]2[N:35]=[C:34]3[CH2:36][O:37][C:38](=O)[C:33]3=[CH:32][CH:31]=2)C1.Cl.[C:41]([O-:44])(O)=O.[Na+]. The catalyst is C1COCC1. The product is [F:1][C:2]1[CH:3]=[C:4]2[C:8](=[CH:9][CH:10]=1)[NH:7][C:6](=[O:11])[C:5]2=[C:38]1[C:33]2[C:34](=[N:35][C:30]([CH2:29][N:7]3[CH2:6][CH2:5][CH2:4][CH:41]([OH:44])[CH2:8]3)=[CH:31][CH:32]=2)[CH2:36][O:37]1. The yield is 0.100. (5) The reactants are [CH3:1][O:2][CH2:3][CH2:4][CH2:5][O:6][C:7]1[CH:12]=[CH:11][N:10]=[C:9]([CH2:13][S:14][C:15]2[NH:19][C:18]3[CH:20]=[CH:21][CH:22]=[CH:23][C:17]=3[N:16]=2)[C:8]=1[CH3:24].[OH-:25].[Na+].O. The catalyst is ClCCl. The product is [CH3:1][O:2][CH2:3][CH2:4][CH2:5][O:6][C:7]1[CH:12]=[CH:11][N:10]=[C:9]([CH2:13][S:14]([C:15]2[NH:16][C:17]3[CH:23]=[CH:22][CH:21]=[CH:20][C:18]=3[N:19]=2)=[O:25])[C:8]=1[CH3:24]. The yield is 0.483. (6) The reactants are [Br:1][C:2]1[CH:7]=[CH:6][C:5]([OH:8])=[CH:4][C:3]=1[CH2:9][N:10]([CH3:12])[CH3:11].[CH2:13](Br)[C:14]1[CH:19]=[CH:18][CH:17]=[CH:16][CH:15]=1.C(=O)([O-])[O-].[K+].[K+]. The catalyst is CN(C=O)C. The product is [CH2:13]([O:8][C:5]1[CH:6]=[CH:7][C:2]([Br:1])=[C:3]([CH2:9][N:10]([CH3:12])[CH3:11])[CH:4]=1)[C:14]1[CH:19]=[CH:18][CH:17]=[CH:16][CH:15]=1. The yield is 0.980. (7) The catalyst is CN(C)C=O. The product is [Cl:34][CH2:33][CH2:32][CH2:31][O:1][C:2]1[CH:11]=[C:10]2[C:5]([C:6]([O:12][C:13]3[CH:18]=[CH:17][C:16]([CH3:19])=[CH:15][C:14]=3[C:20]([C:22]3[CH:23]=[CH:24][CH:25]=[CH:26][CH:27]=3)=[O:21])=[CH:7][CH:8]=[N:9]2)=[CH:4][C:3]=1[O:28][CH3:29]. The yield is 0.870. The reactants are [OH:1][C:2]1[CH:11]=[C:10]2[C:5]([C:6]([O:12][C:13]3[CH:18]=[CH:17][C:16]([CH3:19])=[CH:15][C:14]=3[C:20]([C:22]3[CH:27]=[CH:26][CH:25]=[CH:24][CH:23]=3)=[O:21])=[CH:7][CH:8]=[N:9]2)=[CH:4][C:3]=1[O:28][CH3:29].Br[CH2:31][CH2:32][CH2:33][Cl:34].C(=O)([O-])[O-].[K+].[K+].O. (8) The reactants are NC([C:10]1[CH:19]=[CH:18][C:17]2[C:12](=[CH:13][CH:14]=[C:15]([O:24][C@H:25]3[CH2:30][CH2:29][C@H:28]([C:31]([CH3:34])(C)C)CC3)[C:16]=2C(F)(F)F)[N:11]=1)(C)COP(=O)(O)O.[CH2:35](O)CCCCCC.C1(P(C2C=CC=CC=2)C2C=CC=CC=2)C=CC=CC=1.N(C(OC(C)C)=O)=NC(OC(C)C)=O. The catalyst is C1COCC1. The product is [CH2:25]([O:24][C:15]1[CH:16]=[C:17]2[C:12](=[CH:13][CH:14]=1)[N:11]=[CH:10][CH:19]=[CH:18]2)[CH2:30][CH2:29][CH2:28][CH2:31][CH2:34][CH3:35]. The yield is 0.880. (9) The reactants are [Cl:1][C:2]1[C:7]2[CH:8]=[N:9][NH:10][C:6]=2[CH:5]=[CH:4][N:3]=1.[OH-].[K+].[I:13]I. The catalyst is O1CCOCC1. The product is [Cl:1][C:2]1[C:7]2[C:8]([I:13])=[N:9][NH:10][C:6]=2[CH:5]=[CH:4][N:3]=1. The yield is 0.920. (10) The reactants are [F:1][C:2]([F:15])([F:14])[C:3]1[CH:4]=[C:5]([OH:13])[CH:6]=[C:7]([C:9]([F:12])([F:11])[F:10])[CH:8]=1.Br[CH:17]([CH3:30])[CH2:18][CH2:19][CH2:20][CH2:21][CH2:22][CH2:23][CH2:24][CH2:25][CH2:26][C:27]([OH:29])=[O:28].Cl. The catalyst is [OH-].[Na+]. The product is [F:1][C:2]([F:14])([F:15])[C:3]1[CH:4]=[C:5]([CH:6]=[C:7]([C:9]([F:11])([F:10])[F:12])[CH:8]=1)[O:13][CH:17]([CH3:30])[CH2:18][CH2:19][CH2:20][CH2:21][CH2:22][CH2:23][CH2:24][CH2:25][CH2:26][C:27]([OH:29])=[O:28]. The yield is 0.500.